Dataset: Peptide-MHC class I binding affinity with 185,985 pairs from IEDB/IMGT. Task: Regression. Given a peptide amino acid sequence and an MHC pseudo amino acid sequence, predict their binding affinity value. This is MHC class I binding data. (1) The peptide sequence is YLNLYPVAR. The binding affinity (normalized) is 0.508. The MHC is Patr-A0101 with pseudo-sequence Patr-A0101. (2) The peptide sequence is LVSAGIRKV. The MHC is HLA-A23:01 with pseudo-sequence HLA-A23:01. The binding affinity (normalized) is 0. (3) The peptide sequence is ARESEKVFA. The MHC is Mamu-B08 with pseudo-sequence Mamu-B08. The binding affinity (normalized) is 0.0849. (4) The MHC is HLA-A23:01 with pseudo-sequence HLA-A23:01. The peptide sequence is EYRKILRQR. The binding affinity (normalized) is 0. (5) The peptide sequence is TTPMMIQTR. The MHC is HLA-A11:01 with pseudo-sequence HLA-A11:01. The binding affinity (normalized) is 0.00758.